Dataset: Forward reaction prediction with 1.9M reactions from USPTO patents (1976-2016). Task: Predict the product of the given reaction. Given the reactants [C:1](=[O:30])([O:8][CH2:9]/[C:10](/[C:20]1[CH:25]=[CH:24][C:23]([S:26]([CH3:29])(=[O:28])=[O:27])=[CH:22][CH:21]=1)=[C:11](/[C:14]1[CH:19]=[CH:18][CH:17]=[CH:16][CH:15]=1)\[CH2:12][OH:13])[O:2][CH2:3][CH2:4][CH2:5][CH2:6][Br:7].C[C:32](OI1(OC(C)=O)(OC(C)=O)OC(=O)C2C=CC=CC1=2)=[O:33].CC(=CC)C.P(=O)(O)(O)O.[O-]Cl=O.[Na+], predict the reaction product. The product is: [Br:7][CH2:6][CH2:5][CH2:4][CH2:3][O:2][C:1]([O:8][CH2:9]/[C:10](/[C:20]1[CH:25]=[CH:24][C:23]([S:26]([CH3:29])(=[O:27])=[O:28])=[CH:22][CH:21]=1)=[C:11](/[C:14]1[CH:19]=[CH:18][CH:17]=[CH:16][CH:15]=1)\[C:12]([O:33][CH3:32])=[O:13])=[O:30].